The task is: Regression. Given a peptide amino acid sequence and an MHC pseudo amino acid sequence, predict their binding affinity value. This is MHC class II binding data.. This data is from Peptide-MHC class II binding affinity with 134,281 pairs from IEDB. (1) The peptide sequence is LVVLSELPDFLAKKG. The MHC is HLA-DQA10303-DQB10402 with pseudo-sequence HLA-DQA10303-DQB10402. The binding affinity (normalized) is 0. (2) The peptide sequence is GELQIVDKIDAAFKK. The MHC is DRB1_1101 with pseudo-sequence DRB1_1101. The binding affinity (normalized) is 0.580. (3) The peptide sequence is EFEPPHAATIRVLAL. The MHC is DRB4_0101 with pseudo-sequence DRB4_0103. The binding affinity (normalized) is 0.825. (4) The peptide sequence is GGSFQLLQGGQALE. The MHC is DRB1_0101 with pseudo-sequence DRB1_0101. The binding affinity (normalized) is 0.655.